This data is from Forward reaction prediction with 1.9M reactions from USPTO patents (1976-2016). The task is: Predict the product of the given reaction. (1) Given the reactants [F:1][C:2]([F:17])([F:16])[CH:3]([C:5]1[CH2:6][C:7](F)([C:11]([F:14])([F:13])[F:12])[CH:8]=[CH:9][CH:10]=1)[NH2:4].[C:18]([O:22][C:23]([NH:25][CH2:26][C:27]1[CH:28]=[C:29]2[C:33](=[CH:34][C:35]=1[Cl:36])[NH:32][C:31]([C:37](O)=[O:38])=[CH:30]2)=[O:24])([CH3:21])([CH3:20])[CH3:19].F[P-](F)(F)(F)(F)F.N1(OC(N(C)C)=[N+](C)C)C2C=CC=CC=2N=N1.CN1CCOCC1, predict the reaction product. The product is: [Cl:36][C:35]1[CH:34]=[C:33]2[C:29]([CH:30]=[C:31]([C:37](=[O:38])[NH:4][CH:3]([C:5]3[CH:10]=[CH:9][CH:8]=[C:7]([C:11]([F:14])([F:13])[F:12])[CH:6]=3)[C:2]([F:17])([F:16])[F:1])[NH:32]2)=[CH:28][C:27]=1[CH2:26][NH:25][C:23](=[O:24])[O:22][C:18]([CH3:20])([CH3:19])[CH3:21]. (2) Given the reactants [F:1][C:2]([F:27])([F:26])[C:3]1[N:7]2[N:8]=[C:9]([O:16][CH2:17][C:18]3[N:23]=[C:22]([CH:24]=O)[CH:21]=[CH:20][CH:19]=3)[C:10]3[C:15]([C:6]2=[N:5][N:4]=1)=[CH:14][CH:13]=[CH:12][CH:11]=3.[CH3:28][O:29][C:30]1[CH:31]=[C:32]([CH:36]=[CH:37][CH:38]=1)[CH2:33][CH2:34][NH2:35].C(O[BH-](OC(=O)C)OC(=O)C)(=O)C.[Na+].ClC(Cl)C, predict the reaction product. The product is: [CH3:28][O:29][C:30]1[CH:31]=[C:32]([CH2:33][CH2:34][NH:35][CH2:24][C:22]2[CH:21]=[CH:20][CH:19]=[C:18]([CH2:17][O:16][C:9]3[C:10]4[C:15](=[CH:14][CH:13]=[CH:12][CH:11]=4)[C:6]4=[N:5][N:4]=[C:3]([C:2]([F:26])([F:1])[F:27])[N:7]4[N:8]=3)[N:23]=2)[CH:36]=[CH:37][CH:38]=1.